Dataset: Forward reaction prediction with 1.9M reactions from USPTO patents (1976-2016). Task: Predict the product of the given reaction. (1) Given the reactants Cl[C:2]1[C:3]2[N:4]([N:8]=[C:9]([NH:11][C:12]3[CH:17]=[C:16]([CH3:18])[CH:15]=[C:14]([CH3:19])[CH:13]=3)[N:10]=2)[CH:5]=[CH:6][N:7]=1.C1(P(C2CCCCC2)C2C=CC=CC=2C2C=CC=CC=2N(C)C)CCCCC1.[NH2:48][C:49]1[CH:50]=[CH:51][C:52]2[O:57][C:56]([F:59])([F:58])[C:55](=[O:60])[NH:54][C:53]=2[CH:61]=1, predict the reaction product. The product is: [CH3:19][C:14]1[CH:13]=[C:12]([NH:11][C:9]2[N:10]=[C:3]3[C:2]([NH:48][C:49]4[CH:50]=[CH:51][C:52]5[O:57][C:56]([F:59])([F:58])[C:55](=[O:60])[NH:54][C:53]=5[CH:61]=4)=[N:7][CH:6]=[CH:5][N:4]3[N:8]=2)[CH:17]=[C:16]([CH3:18])[CH:15]=1. (2) Given the reactants C([O:3][C:4]([CH:6]1[CH2:9][CH:8]([CH2:10][N:11]2[CH:16]=[C:15]([CH:17]([CH3:19])[CH3:18])[C@@:14]([C:21]3[CH:26]=[CH:25][C:24]([CH2:27][CH2:28][C:29]([CH3:32])([CH3:31])[CH3:30])=[C:23]([Cl:33])[CH:22]=3)([CH3:20])[NH:13][C:12]2=[O:34])[CH2:7]1)=[O:5])C.[OH-].[Na+], predict the reaction product. The product is: [Cl:33][C:23]1[CH:22]=[C:21]([C@@:14]2([CH3:20])[C:15]([CH:17]([CH3:19])[CH3:18])=[CH:16][N:11]([CH2:10][CH:8]3[CH2:7][CH:6]([C:4]([OH:5])=[O:3])[CH2:9]3)[C:12](=[O:34])[NH:13]2)[CH:26]=[CH:25][C:24]=1[CH2:27][CH2:28][C:29]([CH3:30])([CH3:32])[CH3:31].